From a dataset of Forward reaction prediction with 1.9M reactions from USPTO patents (1976-2016). Predict the product of the given reaction. (1) The product is: [CH3:20][C:21]([NH:22][C:14]([C:12]1[CH:11]=[CH:10][C:9]([CH:17]2[CH2:19][CH2:18]2)=[C:8]([C:4]2[CH:5]=[CH:6][CH:7]=[C:2]([Cl:1])[CH:3]=2)[N:13]=1)=[O:16])([C:23]1[S:24][CH:25]=[CH:26][N:27]=1)[CH3:28]. Given the reactants [Cl:1][C:2]1[CH:3]=[C:4]([C:8]2[N:13]=[C:12]([C:14]([OH:16])=O)[CH:11]=[CH:10][C:9]=2[CH:17]2[CH2:19][CH2:18]2)[CH:5]=[CH:6][CH:7]=1.[CH3:20][C:21]([CH3:28])([C:23]1[S:24][CH:25]=[CH:26][N:27]=1)[NH2:22], predict the reaction product. (2) Given the reactants [O:1]1[C:5]2[CH:6]=[CH:7][C:8]([C:10]3[CH:15]=[CH:14][C:13]([C:16]4[N:21]=[C:20]([O:22][CH2:23][CH2:24][CH2:25][CH2:26][C:27]([CH3:50])([CH3:49])[CH2:28][NH:29][C:30]([CH:32]([NH:41]C(OC(C)(C)C)=O)[CH2:33][C:34]([O:36]C(C)(C)C)=[O:35])=[O:31])[CH:19]=[CH:18][CH:17]=4)=[CH:12][CH:11]=3)=[CH:9][C:4]=2[O:3][CH2:2]1.FC(F)(F)C(O)=O, predict the reaction product. The product is: [NH2:41][CH:32]([C:30](=[O:31])[NH:29][CH2:28][C:27]([CH3:49])([CH3:50])[CH2:26][CH2:25][CH2:24][CH2:23][O:22][C:20]1[CH:19]=[CH:18][CH:17]=[C:16]([C:13]2[CH:14]=[CH:15][C:10]([C:8]3[CH:7]=[CH:6][C:5]4[O:1][CH2:2][O:3][C:4]=4[CH:9]=3)=[CH:11][CH:12]=2)[N:21]=1)[CH2:33][C:34]([OH:36])=[O:35].